Task: Predict the product of the given reaction.. Dataset: Forward reaction prediction with 1.9M reactions from USPTO patents (1976-2016) (1) Given the reactants C(O)CCC.Cl[C:7]1[N:16]=[CH:15][C:14]2[C:9](=[C:10]([CH3:18])[C:11]([F:17])=[CH:12][CH:13]=2)[N:8]=1.[NH2:19][C:20]1[CH:28]=[C:27]2[C:23]([CH:24]=[N:25][NH:26]2)=[CH:22][CH:21]=1, predict the reaction product. The product is: [F:17][C:11]1[C:10]([CH3:18])=[C:9]2[C:14]([CH:15]=[N:16][C:7]([NH:19][C:20]3[CH:28]=[C:27]4[C:23]([CH:24]=[N:25][NH:26]4)=[CH:22][CH:21]=3)=[N:8]2)=[CH:13][CH:12]=1. (2) Given the reactants ClC1C=C(Cl)C=CC=1C1N=C(CC)C(N[C@@H]2C3C(=CC=CC=3)C[C@@H]2O)=NC=1CC.Br[C:31]1[N:32]=[C:33]([CH2:50][CH3:51])[C:34]([NH:39][CH:40]2[C:49]3[C:44](=[CH:45][CH:46]=[CH:47][CH:48]=3)[O:43][CH2:42][CH2:41]2)=[N:35][C:36]=1[CH2:37][CH3:38].[Cl:52][C:53]1[CH:58]=[C:57]([CH3:59])[CH:56]=[CH:55][C:54]=1B(O)O, predict the reaction product. The product is: [Cl:52][C:53]1[CH:58]=[C:57]([CH3:59])[CH:56]=[CH:55][C:54]=1[C:31]1[N:32]=[C:33]([CH2:50][CH3:51])[C:34]([NH:39][CH:40]2[C:49]3[C:44](=[CH:45][CH:46]=[CH:47][CH:48]=3)[O:43][CH2:42][CH2:41]2)=[N:35][C:36]=1[CH2:37][CH3:38]. (3) Given the reactants [Br:1][C:2]1[C:6]2[N:7]=[CH:8][N:9]=[C:10]([NH:11][CH:12]([CH3:14])C)[C:5]=2[S:4][CH:3]=1.[N:15]1([CH2:20]CCN)[CH2:19][CH2:18][CH2:17][CH2:16]1, predict the reaction product. The product is: [Br:1][C:2]1[C:6]2[N:7]=[CH:8][N:9]=[C:10]([NH:11][CH2:12][CH2:14][CH2:20][N:15]3[CH2:19][CH2:18][CH2:17][CH2:16]3)[C:5]=2[S:4][CH:3]=1. (4) Given the reactants [Cl:1][C:2]1[CH:3]=[C:4]([NH:8][CH2:9][C:10]2[C:19]3[C:14](=[C:15]([F:20])[CH:16]=[CH:17][CH:18]=3)[NH:13][C:12](=[O:21])[CH:11]=2)[CH:5]=[CH:6][CH:7]=1.[N:22]1[CH:27]=[CH:26][N:25]=[CH:24][C:23]=1[C:28](O)=[O:29], predict the reaction product. The product is: [Cl:1][C:2]1[CH:3]=[C:4]([N:8]([CH2:9][C:10]2[C:19]3[C:14](=[C:15]([F:20])[CH:16]=[CH:17][CH:18]=3)[NH:13][C:12](=[O:21])[CH:11]=2)[C:28]([C:23]2[CH:24]=[N:25][CH:26]=[CH:27][N:22]=2)=[O:29])[CH:5]=[CH:6][CH:7]=1.